From a dataset of Full USPTO retrosynthesis dataset with 1.9M reactions from patents (1976-2016). Predict the reactants needed to synthesize the given product. (1) Given the product [F:1][C:2]1[C:3]([CH3:17])=[C:4]([C@:8]2([C:14]([OH:16])=[O:15])[CH2:12][CH2:11][CH:10]([N:18]3[CH2:22][CH2:21][CH2:20][CH2:19]3)[CH2:9]2)[CH:5]=[CH:6][CH:7]=1, predict the reactants needed to synthesize it. The reactants are: [F:1][C:2]1[C:3]([CH3:17])=[C:4]([C@:8]2([C:14]([OH:16])=[O:15])[CH2:12][CH2:11][C:10](=O)[CH2:9]2)[CH:5]=[CH:6][CH:7]=1.[NH:18]1[CH2:22][CH2:21][CH2:20][CH2:19]1. (2) Given the product [S:1]([OH:5])([OH:4])(=[O:3])=[O:2].[NH2:36][O:37][CH2:38][CH2:39][N:40]([CH3:65])[CH2:41][C@H:42]1[O:46][C@@H:45]([N:47]2[C:56]3[N:55]=[CH:54][N:53]=[C:51]([NH2:52])[C:50]=3[N:49]=[C:48]2[C:57]2[CH:58]=[CH:59][CH:60]=[CH:61][CH:62]=2)[C@H:44]([OH:63])[C@@H:43]1[OH:64], predict the reactants needed to synthesize it. The reactants are: [S:1]([OH:5])([OH:4])(=[O:3])=[O:2].NOCCN(C)C[C@H]1O[C@@H](N2C3N=CN=C(N)C=3N=C2C)[C@H](O)[C@@H]1O.C(OC(=[N:36][O:37][CH2:38][CH2:39][N:40]([CH3:65])[CH2:41][C@H:42]1[O:46][C@@H:45]([N:47]2[C:56]3[N:55]=[CH:54][N:53]=[C:51]([NH2:52])[C:50]=3[N:49]=[C:48]2[C:57]2[CH:62]=[CH:61][CH:60]=[CH:59][CH:58]=2)[C@H:44]([OH:63])[C@@H:43]1[OH:64])C)C. (3) Given the product [CH:1]1([C:4]([NH:6][C:7]2[CH:15]=[CH:14][C:13]([O:16][CH2:21][C:20]3[CH:23]=[CH:24][CH:25]=[CH:26][C:19]=3[C:18]([F:17])([F:27])[F:28])=[CH:12][C:8]=2[C:9]([OH:11])=[O:10])=[O:5])[CH2:3][CH2:2]1, predict the reactants needed to synthesize it. The reactants are: [CH:1]1([C:4]([NH:6][C:7]2[CH:15]=[CH:14][C:13]([OH:16])=[CH:12][C:8]=2[C:9]([OH:11])=[O:10])=[O:5])[CH2:3][CH2:2]1.[F:17][C:18]([F:28])([F:27])[C:19]1[CH:26]=[CH:25][CH:24]=[CH:23][C:20]=1[CH2:21]Br.[OH-].[K+]. (4) Given the product [ClH:51].[CH3:36][N:23]1[C:22]2[CH:37]=[CH:38][C:19]([CH2:18][C:17]([C:15]([C:12]([CH3:14])([CH3:13])[CH2:11][C:9]3[CH:8]=[CH:7][C:6]4[N:2]([CH3:1])[C:3]([CH2:41][NH:42][C:43]5[CH:48]=[CH:47][C:46]([C:49](=[NH:56])[NH2:50])=[CH:45][CH:44]=5)=[N:4][C:5]=4[CH:10]=3)=[O:16])([CH3:40])[CH3:39])=[CH:20][C:21]=2[N:25]=[C:24]1[CH2:26][NH:27][C:28]1[CH:33]=[CH:32][C:31]([C:34](=[NH:57])[NH2:35])=[CH:30][CH:29]=1, predict the reactants needed to synthesize it. The reactants are: [CH3:1][N:2]1[C:6]2[CH:7]=[CH:8][C:9]([CH2:11][C:12]([C:15]([C:17]([CH3:40])([CH3:39])[CH2:18][C:19]3[CH:38]=[CH:37][C:22]4[N:23]([CH3:36])[C:24]([CH2:26][NH:27][C:28]5[CH:33]=[CH:32][C:31]([C:34]#[N:35])=[CH:30][CH:29]=5)=[N:25][C:21]=4[CH:20]=3)=[O:16])([CH3:14])[CH3:13])=[CH:10][C:5]=2[N:4]=[C:3]1[CH2:41][NH:42][C:43]1[CH:48]=[CH:47][C:46]([C:49]#[N:50])=[CH:45][CH:44]=1.[ClH:51].C(=O)([O-])[O-].[NH4+:56].[NH4+:57]. (5) Given the product [F:1][C:2]1[CH:3]=[CH:4][C:5]([CH3:23])=[C:6]([C@H:7]([OH:8])[C@@H:9]2[CH2:14][CH2:13][CH2:12][N:11]([C:15]([O:17][C:18]([CH3:19])([CH3:20])[CH3:21])=[O:16])[CH2:10]2)[CH:22]=1, predict the reactants needed to synthesize it. The reactants are: [F:1][C:2]1[CH:3]=[CH:4][C:5]([CH3:23])=[C:6]([CH:22]=1)[C:7]([C@@H:9]1[CH2:14][CH2:13][CH2:12][N:11]([C:15]([O:17][C:18]([CH3:21])([CH3:20])[CH3:19])=[O:16])[CH2:10]1)=[O:8].C1(C)C=CC=CC=1.CO.